From a dataset of Full USPTO retrosynthesis dataset with 1.9M reactions from patents (1976-2016). Predict the reactants needed to synthesize the given product. (1) Given the product [C:3]([O:13][CH2:28][CH2:29][CH2:30][CH2:31][C:32]([O:26][C:20]1([CH3:19])[CH2:25][CH2:24][CH2:23][CH2:22][CH2:21]1)=[O:33])(=[O:17])[C:10]([CH3:11])=[CH2:9], predict the reactants needed to synthesize it. The reactants are: C([C:3]1([OH:13])[CH:10]2[CH2:11]C3CC(CC1C3)[CH2:9]2)C.ClCC(Cl)=[O:17].[CH3:19][C:20]1([OH:26])[CH2:25][CH2:24][CH2:23][CH2:22][CH2:21]1.Cl[CH2:28][CH2:29][CH2:30][CH2:31][C:32](Cl)=[O:33]. (2) Given the product [S:13]1[CH:14]=[CH:15][CH:16]=[C:12]1[S:9]([N:7]1[CH2:6][CH2:5][N:4]([C:17]2[CH:18]=[CH:19][C:20]([C:23]([OH:29])([CH3:28])[C:24]([F:26])([F:27])[F:25])=[CH:21][CH:22]=2)[C@@H:3]([CH2:2][NH:1][S:39]([CH:36]([CH3:38])[CH3:37])(=[O:41])=[O:40])[CH2:8]1)(=[O:10])=[O:11], predict the reactants needed to synthesize it. The reactants are: [NH2:1][CH2:2][C@H:3]1[CH2:8][N:7]([S:9]([C:12]2[S:13][CH:14]=[CH:15][CH:16]=2)(=[O:11])=[O:10])[CH2:6][CH2:5][N:4]1[C:17]1[CH:22]=[CH:21][C:20]([C:23]([OH:29])([CH3:28])[C:24]([F:27])([F:26])[F:25])=[CH:19][CH:18]=1.N1C=CC=CC=1.[CH:36]([S:39](Cl)(=[O:41])=[O:40])([CH3:38])[CH3:37].CCN(C(C)C)C(C)C. (3) The reactants are: C(OC([N:8]1[CH2:13][CH2:12][N:11]([CH2:14][CH2:15][C:16]#[CH:17])[CH2:10][CH2:9]1)=O)(C)(C)C.C(Cl)Cl.C(O)(C(F)(F)F)=O. Given the product [CH2:14]([N:11]1[CH2:12][CH2:13][NH:8][CH2:9][CH2:10]1)[CH2:15][C:16]#[CH:17], predict the reactants needed to synthesize it. (4) Given the product [F:39][C:35]1[C:34]([CH3:40])=[C:33]([CH:38]=[CH:37][CH:36]=1)[CH2:32][C:17]1[C:18]([C:26]2[CH:31]=[CH:30][CH:29]=[CH:28][CH:27]=2)=[C:19]2[CH:24]=[C:23]([OH:25])[CH:22]=[N:21][N:20]2[C:16]=1[C:14]([N:11]1[CH2:12][CH2:13][NH:8][CH2:9][CH2:10]1)=[O:15], predict the reactants needed to synthesize it. The reactants are: C(OC([N:8]1[CH2:13][CH2:12][N:11]([C:14]([C:16]2[N:20]3[N:21]=[CH:22][C:23]([OH:25])=[CH:24][C:19]3=[C:18]([C:26]3[CH:31]=[CH:30][CH:29]=[CH:28][CH:27]=3)[C:17]=2[CH2:32][C:33]2[CH:38]=[CH:37][CH:36]=[C:35]([F:39])[C:34]=2[CH3:40])=[O:15])[CH2:10][CH2:9]1)=O)(C)(C)C.Cl.O1CCOCC1. (5) Given the product [CH3:1][C:2]1([CH3:10])[C:4]([CH3:6])([CH3:5])[CH:3]1[C:7]([NH:11][C:12]1[CH:19]=[CH:18][C:15]([C:16]#[N:17])=[CH:14][CH:13]=1)=[O:8], predict the reactants needed to synthesize it. The reactants are: [CH3:1][C:2]1([CH3:10])[C:4]([CH3:6])([CH3:5])[CH:3]1[C:7](Cl)=[O:8].[NH2:11][C:12]1[CH:19]=[CH:18][C:15]([C:16]#[N:17])=[CH:14][CH:13]=1.C(N(CC)CC)C. (6) Given the product [CH3:1][O:2][C:3]([C:5]1[NH:15][C:8]2=[N:9][CH:10]=[C:11]([CH:13]=[N:16][C:17]3[CH:18]=[C:19]([NH:24][C:25](=[O:32])[C:26]4[CH:31]=[CH:30][CH:29]=[CH:28][CH:27]=4)[CH:20]=[CH:21][C:22]=3[CH3:23])[CH:12]=[C:7]2[CH:6]=1)=[O:4], predict the reactants needed to synthesize it. The reactants are: [CH3:1][O:2][C:3]([C:5]1[NH:15][C:8]2=[N:9][CH:10]=[C:11]([CH:13]=O)[CH:12]=[C:7]2[CH:6]=1)=[O:4].[NH2:16][C:17]1[CH:18]=[C:19]([NH:24][C:25](=[O:32])[C:26]2[CH:31]=[CH:30][CH:29]=[CH:28][CH:27]=2)[CH:20]=[CH:21][C:22]=1[CH3:23].[O-]S([O-])(=O)=O.[Mg+2]. (7) The reactants are: [C:1]([O:5][C:6]([N:8]1[CH2:13][CH2:12][N:11]([CH2:14][C:15]2[C:20]([Br:21])=[CH:19][C:18]([C:22]([O:24]CC)=[O:23])=[C:17]([NH2:27])[C:16]=2[Br:28])[CH2:10][CH2:9]1)=[O:7])([CH3:4])([CH3:3])[CH3:2].NC1C(Cl)=C(C=O)C(C(F)(F)F)=CC=1C(O)=O.[OH-].[K+].[OH-].[Na+]. Given the product [C:1]([O:5][C:6]([N:8]1[CH2:9][CH2:10][N:11]([CH2:14][C:15]2[C:20]([Br:21])=[CH:19][C:18]([C:22]([OH:24])=[O:23])=[C:17]([NH2:27])[C:16]=2[Br:28])[CH2:12][CH2:13]1)=[O:7])([CH3:4])([CH3:2])[CH3:3], predict the reactants needed to synthesize it. (8) Given the product [CH3:1][C:2]1[C:10]2[C:9]([NH:11][C:12]3[C:13]([O:18][CH:19]4[CH2:20][CH2:21][O:22][CH2:23][CH2:24]4)=[N:14][CH:15]=[CH:16][CH:17]=3)=[N:8][CH:7]=[N:6][C:5]=2[S:4][C:3]=1[C:25]([OH:27])=[O:26], predict the reactants needed to synthesize it. The reactants are: [CH3:1][C:2]1[C:10]2[C:9]([NH:11][C:12]3[C:13]([O:18][CH:19]4[CH2:24][CH2:23][O:22][CH2:21][CH2:20]4)=[N:14][CH:15]=[CH:16][CH:17]=3)=[N:8][CH:7]=[N:6][C:5]=2[S:4][C:3]=1[C:25]([O:27]C)=[O:26].CO.[OH-].[Na+].Cl. (9) Given the product [Cl:1][C:2]1[CH:26]=[CH:25][C:5]([C:6]([N:8]2[C:16]3[C:11](=[CH:12][C:13]([O:17][CH3:18])=[CH:14][CH:15]=3)[C:10]([CH3:19])=[C:9]2[CH2:20][CH2:21][C:22]([NH:31][S:28]([CH3:27])(=[O:30])=[O:29])=[O:23])=[O:7])=[CH:4][CH:3]=1, predict the reactants needed to synthesize it. The reactants are: [Cl:1][C:2]1[CH:26]=[CH:25][C:5]([C:6]([N:8]2[C:16]3[C:11](=[CH:12][C:13]([O:17][CH3:18])=[CH:14][CH:15]=3)[C:10]([CH3:19])=[C:9]2[CH2:20][CH2:21][C:22](O)=[O:23])=[O:7])=[CH:4][CH:3]=1.[CH3:27][S:28]([NH2:31])(=[O:30])=[O:29].[N+](=C1CCCCC2C1CCCC=2)=[N-].CC(O)=O.